This data is from Full USPTO retrosynthesis dataset with 1.9M reactions from patents (1976-2016). The task is: Predict the reactants needed to synthesize the given product. (1) The reactants are: [Br:1][C:2]1[CH:10]=[C:9](/[CH:11]=[CH:12]/[CH:13]([C:18]2[CH:23]=[C:22]([Cl:24])[C:21]([Cl:25])=[C:20]([Cl:26])[CH:19]=2)[C:14]([F:17])([F:16])[F:15])[CH:8]=[CH:7][C:3]=1[C:4](O)=[O:5].S(Cl)(Cl)=O.C([O-])(O)=O.[Na+].[NH2:36][C:37]([CH3:42])([CH3:41])[C:38]([OH:40])=[O:39].Cl. Given the product [Br:1][C:2]1[CH:10]=[C:9](/[CH:11]=[CH:12]/[CH:13]([C:18]2[CH:19]=[C:20]([Cl:26])[C:21]([Cl:25])=[C:22]([Cl:24])[CH:23]=2)[C:14]([F:17])([F:16])[F:15])[CH:8]=[CH:7][C:3]=1[C:4]([NH:36][C:37]([CH3:42])([CH3:41])[C:38]([OH:40])=[O:39])=[O:5], predict the reactants needed to synthesize it. (2) Given the product [CH2:1]([O:3][C:4]1[CH:5]=[C:6]([C:13]2[O:17][N:16]=[C:15]([C:18]3[CH:19]=[CH:20][C:21]4[O:25][C:24]([CH2:35][N:31]5[CH2:30][CH:34]([C:48]([O:47][CH3:52])=[O:49])[CH2:32]5)=[CH:23][C:22]=4[CH:28]=3)[N:14]=2)[CH:7]=[CH:8][C:9]=1[O:10][CH2:11][CH3:12])[CH3:2], predict the reactants needed to synthesize it. The reactants are: [CH2:1]([O:3][C:4]1[CH:5]=[C:6]([C:13]2[O:17][N:16]=[C:15]([C:18]3[CH:19]=[CH:20][C:21]4[O:25][C:24](C=O)=[CH:23][C:22]=4[CH:28]=3)[N:14]=2)[CH:7]=[CH:8][C:9]=1[O:10][CH2:11][CH3:12])[CH3:2].C[CH2:30][N:31]([CH:35](C)C)[CH:32]([CH3:34])C.[BH-]([O:47][C:48](C)=[O:49])(OC(C)=O)OC(C)=O.[Na+].[CH3:52]C(O)=O. (3) Given the product [O:34]=[C:33]1[NH:32][C:31](=[O:35])[O:30][N:29]1[CH2:28][C:25]1[CH:24]=[CH:23][C:22]([O:21][CH2:20][C:16]2[C:15]([CH3:36])=[C:14]([C:10]3[C:11]([CH3:13])=[CH:12][C:7]([O:6][CH2:5][C:4]([OH:38])=[O:3])=[CH:8][C:9]=3[CH3:37])[CH:19]=[CH:18][CH:17]=2)=[CH:27][CH:26]=1, predict the reactants needed to synthesize it. The reactants are: C([O:3][C:4](=[O:38])[CH2:5][O:6][C:7]1[CH:12]=[C:11]([CH3:13])[C:10]([C:14]2[CH:19]=[CH:18][CH:17]=[C:16]([CH2:20][O:21][C:22]3[CH:27]=[CH:26][C:25]([CH2:28][N:29]4[C:33](=[O:34])[NH:32][C:31](=[O:35])[O:30]4)=[CH:24][CH:23]=3)[C:15]=2[CH3:36])=[C:9]([CH3:37])[CH:8]=1)C.[OH-].[Na+]. (4) Given the product [F:14][C:15]1[CH:22]=[CH:21][C:20]([O:11][C@@H:8]2[C:9]3[C:5](=[CH:4][CH:3]=[C:2]([Cl:1])[CH:10]=3)[CH2:6][CH2:7]2)=[CH:19][C:16]=1[C:17]#[N:18], predict the reactants needed to synthesize it. The reactants are: [Cl:1][C:2]1[CH:10]=[C:9]2[C:5]([CH2:6][CH2:7][C@@H:8]2[OH:11])=[CH:4][CH:3]=1.[H-].[Na+].[F:14][C:15]1[CH:22]=[CH:21][CH:20]=[C:19](F)[C:16]=1[C:17]#[N:18]. (5) Given the product [CH2:1]([N:8]1[CH2:12][CH2:11][CH:10]([C:13]2[CH:18]=[CH:17][C:16]([NH2:19])=[C:15]([F:22])[CH:14]=2)[CH2:9]1)[C:2]1[CH:3]=[CH:4][CH:5]=[CH:6][CH:7]=1, predict the reactants needed to synthesize it. The reactants are: [CH2:1]([N:8]1[CH2:12][CH2:11][CH:10]([C:13]2[CH:18]=[CH:17][C:16]([N+:19]([O-])=O)=[C:15]([F:22])[CH:14]=2)[CH2:9]1)[C:2]1[CH:7]=[CH:6][CH:5]=[CH:4][CH:3]=1.[Sn](Cl)Cl.